Dataset: Merck oncology drug combination screen with 23,052 pairs across 39 cell lines. Task: Regression. Given two drug SMILES strings and cell line genomic features, predict the synergy score measuring deviation from expected non-interaction effect. (1) Drug 1: CN(Cc1cnc2nc(N)nc(N)c2n1)c1ccc(C(=O)NC(CCC(=O)O)C(=O)O)cc1. Drug 2: O=C(O)C1(Cc2cccc(Nc3nccs3)n2)CCC(Oc2cccc(Cl)c2F)CC1. Cell line: SW620. Synergy scores: synergy=-3.17. (2) Drug 1: O=c1[nH]cc(F)c(=O)[nH]1. Drug 2: COC1=C2CC(C)CC(OC)C(O)C(C)C=C(C)C(OC(N)=O)C(OC)C=CC=C(C)C(=O)NC(=CC1=O)C2=O. Cell line: UACC62. Synergy scores: synergy=-1.35. (3) Drug 1: COC12C(COC(N)=O)C3=C(C(=O)C(C)=C(N)C3=O)N1CC1NC12. Synergy scores: synergy=-2.25. Drug 2: CS(=O)(=O)CCNCc1ccc(-c2ccc3ncnc(Nc4ccc(OCc5cccc(F)c5)c(Cl)c4)c3c2)o1. Cell line: SKMEL30. (4) Drug 1: CCC1=CC2CN(C1)Cc1c([nH]c3ccccc13)C(C(=O)OC)(c1cc3c(cc1OC)N(C)C1C(O)(C(=O)OC)C(OC(C)=O)C4(CC)C=CCN5CCC31C54)C2. Drug 2: CCc1cnn2c(NCc3ccc[n+]([O-])c3)cc(N3CCCCC3CCO)nc12. Cell line: MSTO. Synergy scores: synergy=48.6. (5) Drug 1: CCC1(O)CC2CN(CCc3c([nH]c4ccccc34)C(C(=O)OC)(c3cc4c(cc3OC)N(C)C3C(O)(C(=O)OC)C(OC(C)=O)C5(CC)C=CCN6CCC43C65)C2)C1. Drug 2: CCc1cnn2c(NCc3ccc[n+]([O-])c3)cc(N3CCCCC3CCO)nc12. Cell line: A2780. Synergy scores: synergy=-20.2.